This data is from Reaction yield outcomes from USPTO patents with 853,638 reactions. The task is: Predict the reaction yield, written as a fraction of the theoretical maximum amount of product (1.0 means a 100% yield; for example, 0.34 means a 34% yield). (1) The reactants are Cl[C:2]1[N:7]=[C:6]([NH:8][C:9]2[CH:14]=[CH:13][C:12]([O:15][CH2:16][CH3:17])=[CH:11][CH:10]=2)[C:5]([N+:18]([O-:20])=[O:19])=[CH:4][N:3]=1.[CH3:21][N:22]1[CH2:27][CH2:26][CH:25]([N:28]2[CH:32]=[C:31]([NH2:33])[CH:30]=[N:29]2)[CH2:24][CH2:23]1.CCN(C(C)C)C(C)C. The catalyst is O1CCOCC1. The product is [CH2:16]([O:15][C:12]1[CH:13]=[CH:14][C:9]([NH:8][C:6]2[C:5]([N+:18]([O-:20])=[O:19])=[CH:4][N:3]=[C:2]([NH:33][C:31]3[CH:30]=[N:29][N:28]([CH:25]4[CH2:26][CH2:27][N:22]([CH3:21])[CH2:23][CH2:24]4)[CH:32]=3)[N:7]=2)=[CH:10][CH:11]=1)[CH3:17]. The yield is 0.650. (2) The reactants are Br[C:2]1[S:3][C:4]([C:15]2[NH:16][CH:17]=[C:18]([CH3:20])[N:19]=2)=[C:5]([C:7]2[CH:12]=[CH:11][C:10]([Cl:13])=[CH:9][C:8]=2[Cl:14])[N:6]=1.C[Sn](C)(C)[C:23]1[CH:28]=[CH:27][N:26]=[C:25]([NH:29][C:30](=[O:32])[CH3:31])[CH:24]=1.[Cl-].[Li+]. The catalyst is O1CCOCC1.[Cu]I.C1C=CC([P]([Pd]([P](C2C=CC=CC=2)(C2C=CC=CC=2)C2C=CC=CC=2)([P](C2C=CC=CC=2)(C2C=CC=CC=2)C2C=CC=CC=2)[P](C2C=CC=CC=2)(C2C=CC=CC=2)C2C=CC=CC=2)(C2C=CC=CC=2)C2C=CC=CC=2)=CC=1. The product is [Cl:14][C:8]1[CH:9]=[C:10]([Cl:13])[CH:11]=[CH:12][C:7]=1[C:5]1[N:6]=[C:2]([C:23]2[CH:28]=[CH:27][N:26]=[C:25]([NH:29][C:30](=[O:32])[CH3:31])[CH:24]=2)[S:3][C:4]=1[C:15]1[NH:16][CH:17]=[C:18]([CH3:20])[N:19]=1. The yield is 0.240.